This data is from Forward reaction prediction with 1.9M reactions from USPTO patents (1976-2016). The task is: Predict the product of the given reaction. (1) The product is: [CH3:8][C:4]1[CH:5]=[CH:6][CH:7]=[C:2]([CH3:1])[C:3]=1[C:9]1[CH:10]=[CH:11][C:12]([NH2:15])=[CH:13][CH:14]=1. Given the reactants [CH3:1][C:2]1[CH:7]=[CH:6][CH:5]=[C:4]([CH3:8])[C:3]=1[C:9]1[CH:14]=[CH:13][C:12]([N+:15]([O-])=O)=[CH:11][CH:10]=1.[H][H], predict the reaction product. (2) The product is: [C:7]1([CH2:13][CH2:14][CH2:15][CH2:16][CH2:17][CH2:18][CH2:19][OH:20])[CH:12]=[CH:11][CH:10]=[CH:9][CH:8]=1. Given the reactants [H-].[H-].[H-].[H-].[Li+].[Al+3].[C:7]1([CH2:13][CH2:14][CH2:15][CH2:16][CH2:17][CH2:18][C:19](O)=[O:20])[CH:12]=[CH:11][CH:10]=[CH:9][CH:8]=1.O.[OH-].[K+], predict the reaction product. (3) Given the reactants [Cl-].[Mg+2].[Cl-].[CH-:4]1[CH:8]=[CH:7][CH:6]=[CH:5]1.[Na+].[CH2:10]([C:17]([C:19]1[CH:24]=[CH:23][C:22]([Cl:25])=[CH:21][CH:20]=1)=O)[C:11]1[CH:16]=[CH:15][CH:14]=[CH:13][CH:12]=1, predict the reaction product. The product is: [CH2:10]([C:17]([C:19]1[CH:20]=[CH:21][C:22]([Cl:25])=[CH:23][CH:24]=1)=[C:4]1[CH:8]=[CH:7][CH:6]=[CH:5]1)[C:11]1[CH:16]=[CH:15][CH:14]=[CH:13][CH:12]=1. (4) Given the reactants [CH2:1]([N:7]1[C:19]2[CH:18]=[C:17]([CH2:20]O)[CH:16]=[CH:15][C:14]=2[C:13]2[C:8]1=[CH:9][CH:10]=[CH:11][CH:12]=2)[CH2:2][CH2:3][CH2:4][CH2:5][CH3:6].S(Cl)([Cl:24])=O, predict the reaction product. The product is: [CH2:1]([N:7]1[C:19]2[CH:18]=[C:17]([CH2:20][Cl:24])[CH:16]=[CH:15][C:14]=2[C:13]2[C:8]1=[CH:9][CH:10]=[CH:11][CH:12]=2)[CH2:2][CH2:3][CH2:4][CH2:5][CH3:6].